Dataset: Reaction yield outcomes from USPTO patents with 853,638 reactions. Task: Predict the reaction yield, written as a fraction of the theoretical maximum amount of product (1.0 means a 100% yield; for example, 0.34 means a 34% yield). (1) The reactants are C[O:2][C:3]([C:5]1[S:6][C:7]([C:39]2[CH:44]=[CH:43][CH:42]=[CH:41][CH:40]=2)=[CH:8][C:9]=1[N:10]([CH:23]([C:30]1[O:34][C:33]2[CH:35]=[CH:36][CH:37]=[CH:38][C:32]=2[CH:31]=1)[C:24]1[CH:29]=[CH:28][CH:27]=[CH:26][CH:25]=1)[S:11]([C:14]1[CH:19]=[C:18]([CH3:20])[C:17]([Cl:21])=[CH:16][C:15]=1[CH3:22])(=[O:13])=[O:12])=[O:4].[Li+].[OH-]. The catalyst is C1COCC1.CO.O. The product is [O:34]1[C:33]2[CH:35]=[CH:36][CH:37]=[CH:38][C:32]=2[CH:31]=[C:30]1[CH:23]([N:10]([S:11]([C:14]1[CH:19]=[C:18]([CH3:20])[C:17]([Cl:21])=[CH:16][C:15]=1[CH3:22])(=[O:12])=[O:13])[C:9]1[CH:8]=[C:7]([C:39]2[CH:40]=[CH:41][CH:42]=[CH:43][CH:44]=2)[S:6][C:5]=1[C:3]([OH:4])=[O:2])[C:24]1[CH:25]=[CH:26][CH:27]=[CH:28][CH:29]=1. The yield is 0.700. (2) The catalyst is CN(C)C=O. The yield is 0.570. The reactants are [H-].[Na+].[CH:3]([C:6]1[CH:11]=[CH:10][C:9]([CH:12]2[C:16]3([CH2:21][CH2:20][N:19]([CH3:22])[CH2:18][CH2:17]3)[O:15][C:14]3[C:23]([CH3:30])=[C:24]([CH3:29])[C:25]([OH:28])=[C:26]([CH3:27])[C:13]2=3)=[CH:8][CH:7]=1)([CH3:5])[CH3:4].Cl.Cl[CH2:33][C:34]1[CH:39]=[CH:38][N:37]=[CH:36][CH:35]=1.O. The product is [CH:3]([C:6]1[CH:7]=[CH:8][C:9]([CH:12]2[C:16]3([CH2:21][CH2:20][N:19]([CH3:22])[CH2:18][CH2:17]3)[O:15][C:14]3[C:23]([CH3:30])=[C:24]([CH3:29])[C:25]([O:28][CH2:33][C:34]4[CH:39]=[CH:38][N:37]=[CH:36][CH:35]=4)=[C:26]([CH3:27])[C:13]2=3)=[CH:10][CH:11]=1)([CH3:5])[CH3:4]. (3) The reactants are [NH:1]1[C:5]2=[N:6][CH:7]=[CH:8][CH:9]=[C:4]2[CH2:3][C:2]1=[O:10].[N:11]1[CH:16]=[CH:15][CH:14]=[C:13](/[CH:17]=[CH:18]/[C:19]2[C:27]3[C:22](=[CH:23][C:24]([CH:28]=O)=[CH:25][CH:26]=3)[NH:21][N:20]=2)[CH:12]=1. No catalyst specified. The product is [N:11]1[CH:16]=[CH:15][CH:14]=[C:13](/[CH:17]=[CH:18]/[C:19]2[C:27]3[C:22](=[CH:23][C:24]([CH:28]=[C:3]4[C:4]5[C:5](=[N:6][CH:7]=[CH:8][CH:9]=5)[NH:1][C:2]4=[O:10])=[CH:25][CH:26]=3)[NH:21][N:20]=2)[CH:12]=1. The yield is 0.810. (4) The reactants are [C:1]([C:3]1[CH:4]=[C:5]([CH:10]=[CH:11][C:12]=1[CH3:13])[C:6]([O:8][CH3:9])=[O:7])#[N:2].C1C(=O)N([Br:21])C(=O)C1. The catalyst is C(Cl)(Cl)(Cl)Cl.[W]. The product is [C:1]([C:3]1[CH:4]=[C:5]([CH:10]=[CH:11][C:12]=1[CH2:13][Br:21])[C:6]([O:8][CH3:9])=[O:7])#[N:2]. The yield is 0.480. (5) The reactants are [CH2:1]([O:8][C:9]([N:11]1[CH2:15][CH2:14][CH:13]([C:16](=[O:21])N(OC)C)[CH2:12]1)=[O:10])[C:2]1[CH:7]=[CH:6][CH:5]=[CH:4][CH:3]=1.[CH3:22][Li]. The catalyst is O1CCCC1.[Cl-].[NH4+].C(OCC)(=O)C. The product is [CH2:1]([O:8][C:9]([N:11]1[CH2:15][CH2:14][CH:13]([C:16](=[O:21])[CH3:22])[CH2:12]1)=[O:10])[C:2]1[CH:3]=[CH:4][CH:5]=[CH:6][CH:7]=1. The yield is 0.890. (6) The reactants are [C:1]([O:5][C:6](=[O:17])[NH:7][C:8]([CH3:16])([CH3:15])[CH2:9][CH:10]=[CH:11][N+:12]([O-:14])=[O:13])([CH3:4])([CH3:3])[CH3:2].[BH4-].[Na+]. The catalyst is CCO. The product is [C:1]([O:5][C:6](=[O:17])[NH:7][C:8]([CH3:16])([CH3:15])[CH2:9][CH2:10][CH2:11][N+:12]([O-:14])=[O:13])([CH3:4])([CH3:2])[CH3:3]. The yield is 0.780. (7) The reactants are [F:1][C:2]1[CH:3]=[C:4]([NH2:8])[CH:5]=[CH:6][CH:7]=1.C(N(CC)CC)C.[C:16]([O:19][C:20]1[C:21](=[CH:25][CH:26]=[CH:27][CH:28]=1)[C:22](Cl)=[O:23])(=[O:18])[CH3:17]. The catalyst is ClCCl. The product is [C:16]([O:19][C:20]1[CH:28]=[CH:27][CH:26]=[CH:25][C:21]=1[C:22](=[O:23])[NH:8][C:4]1[CH:5]=[CH:6][CH:7]=[C:2]([F:1])[CH:3]=1)(=[O:18])[CH3:17]. The yield is 0.630. (8) The reactants are [F:1][C:2]1[CH:7]=[CH:6][C:5]([O:8][CH3:9])=[CH:4][C:3]=1[C:10]1[CH:15]=[CH:14][C:13]([C:16]([O:18][CH3:19])=[O:17])=[CH:12][C:11]=1I.CN(C=O)C.[CH3:26][C@:27]12[C:33]([CH3:35])([CH3:34])[C@H:30]([CH2:31][CH2:32]1)[CH:29]=[C:28]2B(O)O.C(=O)([O-])[O-].[K+].[K+]. The catalyst is [Cl-].[Na+].O.C1C=CC([P]([Pd]([P](C2C=CC=CC=2)(C2C=CC=CC=2)C2C=CC=CC=2)([P](C2C=CC=CC=2)(C2C=CC=CC=2)C2C=CC=CC=2)[P](C2C=CC=CC=2)(C2C=CC=CC=2)C2C=CC=CC=2)(C2C=CC=CC=2)C2C=CC=CC=2)=CC=1. The product is [F:1][C:2]1[CH:7]=[CH:6][C:5]([O:8][CH3:9])=[CH:4][C:3]=1[C:10]1[CH:15]=[CH:14][C:13]([C:16]([O:18][CH3:19])=[O:17])=[CH:12][C:11]=1[C:28]1[C@@:27]2([CH3:26])[C:33]([CH3:35])([CH3:34])[C@@H:30]([CH:29]=1)[CH2:31][CH2:32]2. The yield is 0.810. (9) The reactants are [OH-].[Na+].[CH2:3]([O:5][C:6]1[CH:39]=[CH:38][CH:37]=[CH:36][C:7]=1[O:8][C@@H:9]1[CH2:14][CH2:13][CH2:12][N:11]([C:15]2[N:20]=[CH:19][C:18]([C:21]([NH:23][CH2:24][C:25]3[CH:26]=[C:27]([CH:32]=[C:33]([CH3:35])[CH:34]=3)[C:28]([O:30]C)=[O:29])=[O:22])=[CH:17][N:16]=2)[CH2:10]1)[CH3:4]. The catalyst is C1COCC1. The product is [CH2:3]([O:5][C:6]1[CH:39]=[CH:38][CH:37]=[CH:36][C:7]=1[O:8][C@@H:9]1[CH2:14][CH2:13][CH2:12][N:11]([C:15]2[N:16]=[CH:17][C:18]([C:21]([NH:23][CH2:24][C:25]3[CH:26]=[C:27]([CH:32]=[C:33]([CH3:35])[CH:34]=3)[C:28]([OH:30])=[O:29])=[O:22])=[CH:19][N:20]=2)[CH2:10]1)[CH3:4]. The yield is 0.600.